This data is from Catalyst prediction with 721,799 reactions and 888 catalyst types from USPTO. The task is: Predict which catalyst facilitates the given reaction. (1) Reactant: [F:1][C:2]1[CH:3]=[CH:4][C:5]2[N:10]([CH2:11][CH2:12][CH2:13][NH:14][C:15]3[CH:20]=[CH:19][C:18]([CH2:21][CH:22]([O:26][CH2:27][CH3:28])[C:23]([OH:25])=[O:24])=[CH:17][CH:16]=3)[CH2:9][CH2:8][O:7][C:6]=2[CH:29]=1.[NH2:30][C@H:31]([C:39]([OH:41])=[O:40])[CH2:32][CH2:33][CH2:34][NH:35][C:36](=[NH:38])[NH2:37]. Product: [NH2:30][C@H:31]([C:39]([OH:41])=[O:40])[CH2:32][CH2:33][CH2:34][NH:35][C:36](=[NH:37])[NH2:38].[F:1][C:2]1[CH:3]=[CH:4][C:5]2[N:10]([CH2:11][CH2:12][CH2:13][NH:14][C:15]3[CH:20]=[CH:19][C:18]([CH2:21][CH:22]([O:26][CH2:27][CH3:28])[C:23]([OH:25])=[O:24])=[CH:17][CH:16]=3)[CH2:9][CH2:8][O:7][C:6]=2[CH:29]=1. The catalyst class is: 5. (2) Reactant: [CH2:1]([N:3]1[C:7]([OH:8])=[CH:6][C:5]([CH3:9])=[N:4]1)[CH3:2].[OH-].[Ca+2].[OH-].[C:13](Cl)(=[O:20])[C:14]1[CH:19]=[CH:18][CH:17]=[CH:16][CH:15]=1.Cl. Product: [CH2:1]([N:3]1[C:7]([OH:8])=[C:6]([C:13]([C:14]2[CH:19]=[CH:18][CH:17]=[CH:16][CH:15]=2)=[O:20])[C:5]([CH3:9])=[N:4]1)[CH3:2]. The catalyst class is: 38. (3) Product: [Br-:1].[C:9]([C:7]1[CH:6]=[CH:5][C:4]([NH:11][C:12](=[O:17])[C:13]([F:16])([F:15])[F:14])=[C:3]([CH2:2][P+:24]([C:25]2[CH:26]=[CH:27][CH:28]=[CH:29][CH:30]=2)([C:31]2[CH:36]=[CH:35][CH:34]=[CH:33][CH:32]=2)[C:18]2[CH:19]=[CH:20][CH:21]=[CH:22][CH:23]=2)[CH:8]=1)#[N:10]. Reactant: [Br:1][CH2:2][C:3]1[CH:8]=[C:7]([C:9]#[N:10])[CH:6]=[CH:5][C:4]=1[NH:11][C:12](=[O:17])[C:13]([F:16])([F:15])[F:14].[C:18]1([P:24]([C:31]2[CH:36]=[CH:35][CH:34]=[CH:33][CH:32]=2)[C:25]2[CH:30]=[CH:29][CH:28]=[CH:27][CH:26]=2)[CH:23]=[CH:22][CH:21]=[CH:20][CH:19]=1. The catalyst class is: 11. (4) Reactant: Cl[C:2]1[N:7]=[C:6]([NH:8][C:9]2[CH:10]=[N:11][C:12]([O:15][CH3:16])=[CH:13][CH:14]=2)[C:5]([I:17])=[CH:4][N:3]=1.[NH:18]1[CH2:22][CH2:21][CH2:20][CH2:19]1.C(O)C. Product: [I:17][C:5]1[C:6]([NH:8][C:9]2[CH:10]=[N:11][C:12]([O:15][CH3:16])=[CH:13][CH:14]=2)=[N:7][C:2]([N:18]2[CH2:22][CH2:21][CH2:20][CH2:19]2)=[N:3][CH:4]=1. The catalyst class is: 6.